This data is from Catalyst prediction with 721,799 reactions and 888 catalyst types from USPTO. The task is: Predict which catalyst facilitates the given reaction. (1) Reactant: [CH2:1]([O:3][C:4]([C:6]1([C:13](=[O:15])[CH3:14])[CH2:11][CH2:10][C:9](=O)[CH2:8][CH2:7]1)=[O:5])[CH3:2].[CH2:16]([NH2:23])[C:17]1[CH:22]=[CH:21][CH:20]=[CH:19][CH:18]=1.O.C1(C)C=CC(S(O)(=O)=O)=CC=1. Product: [CH2:1]([O:3][C:4]([C:6]12[CH2:11][CH2:10][C:9]([NH:23][CH2:16][C:17]3[CH:22]=[CH:21][CH:20]=[CH:19][CH:18]=3)([CH2:8][CH2:7]1)[CH2:14][C:13]2=[O:15])=[O:5])[CH3:2]. The catalyst class is: 11. (2) Reactant: [Br:1]Br.C(OC([N:10]1[CH2:15][CH2:14][CH:13]([O:16][C:17]2[CH:22]=[CH:21][C:20]([CH2:23][C:24]([O:26][CH3:27])=[O:25])=[CH:19][CH:18]=2)[CH2:12][CH2:11]1)=O)(C)(C)C. Product: [CH3:27][O:26][C:24](=[O:25])[CH2:23][C:20]1[CH:21]=[CH:22][C:17]([O:16][CH:13]2[CH2:14][CH2:15][NH:10][CH2:11][CH2:12]2)=[C:18]([Br:1])[CH:19]=1. The catalyst class is: 15. (3) Product: [F:9][C:10]1[CH:15]=[CH:14][C:13]([C:16]2[CH:17]=[CH:18][C:19]([CH:22]([C:23]3[CH:28]=[CH:27][N:26]=[CH:25][CH:24]=3)[NH:29][CH2:30][CH2:31][NH2:32])=[CH:20][CH:21]=2)=[C:12]([O:40][CH3:41])[CH:11]=1. Reactant: O.FC(F)(F)C(O)=O.[F:9][C:10]1[CH:15]=[CH:14][C:13]([C:16]2[CH:21]=[CH:20][C:19]([CH:22]([NH:29][CH2:30][CH2:31][NH:32]C(=O)OC(C)(C)C)[C:23]3[CH:28]=[CH:27][N:26]=[CH:25][CH:24]=3)=[CH:18][CH:17]=2)=[C:12]([O:40][CH3:41])[CH:11]=1. The catalyst class is: 4. (4) Reactant: [CH:1]1([CH2:7][NH:8][CH2:9][CH2:10][OH:11])[CH2:6][CH2:5][CH2:4][CH2:3][CH2:2]1.CCN(C(C)C)C(C)C.[C:21]([O:24][CH2:25][C:26](Cl)=[O:27])(=[O:23])[CH3:22]. Product: [CH:1]1([CH2:7][N:8]([CH2:9][CH2:10][OH:11])[C:26]([CH2:25][O:24][C:21](=[O:23])[CH3:22])=[O:27])[CH2:6][CH2:5][CH2:4][CH2:3][CH2:2]1. The catalyst class is: 2.